Dataset: Full USPTO retrosynthesis dataset with 1.9M reactions from patents (1976-2016). Task: Predict the reactants needed to synthesize the given product. (1) Given the product [CH3:1][C:2]([CH3:27])([CH3:26])[CH2:3][CH2:4][N:5]1[CH2:10][CH2:9][N:8]([C:11](=[O:25])[CH2:12][CH2:13][CH2:14][C:15]2[CH:23]=[CH:22][C:18]([C:19]([N:34]3[CH2:33][C:32]4[CH:31]=[N:30][N:29]([CH3:28])[C:38]=4[NH:37][C:36]4[CH:39]=[CH:40][CH:41]=[CH:42][C:35]3=4)=[O:20])=[CH:17][C:16]=2[CH3:24])[CH2:7][CH2:6]1, predict the reactants needed to synthesize it. The reactants are: [CH3:1][C:2]([CH3:27])([CH3:26])[CH2:3][CH2:4][N:5]1[CH2:10][CH2:9][N:8]([C:11](=[O:25])[CH2:12][CH2:13][CH2:14][C:15]2[CH:23]=[CH:22][C:18]([C:19](O)=[O:20])=[CH:17][C:16]=2[CH3:24])[CH2:7][CH2:6]1.[CH3:28][N:29]1[C:38]2[NH:37][C:36]3[CH:39]=[CH:40][CH:41]=[CH:42][C:35]=3[NH:34][CH2:33][C:32]=2[CH:31]=[N:30]1.CCN(C(C)C)C(C)C. (2) The reactants are: [Cl:1][C:2]1[CH:3]=[C:4]([S:9]([CH:12]2[CH2:17][CH2:16][NH:15][CH2:14][CH2:13]2)(=[O:11])=[O:10])[CH:5]=[CH:6][C:7]=1[Cl:8].Cl[C:19]1[C:24]([N+:25]([O-:27])=[O:26])=[CH:23][CH:22]=[CH:21][N:20]=1. Given the product [Cl:1][C:2]1[CH:3]=[C:4]([S:9]([CH:12]2[CH2:17][CH2:16][N:15]([C:19]3[C:24]([N+:25]([O-:27])=[O:26])=[CH:23][CH:22]=[CH:21][N:20]=3)[CH2:14][CH2:13]2)(=[O:11])=[O:10])[CH:5]=[CH:6][C:7]=1[Cl:8], predict the reactants needed to synthesize it. (3) The reactants are: [Br:1][C:2]1[CH:7]=[CH:6][CH:5]=[CH:4][C:3]=1I.[CH3:9][O:10][C:11]1[CH:16]=[CH:15][CH:14]=[CH:13][C:12]=1B(O)O.C([O-])([O-])=O.[Na+].[Na+]. Given the product [Br:1][C:2]1[CH:7]=[CH:6][CH:5]=[CH:4][C:3]=1[C:12]1[CH:13]=[CH:14][CH:15]=[CH:16][C:11]=1[O:10][CH3:9], predict the reactants needed to synthesize it. (4) Given the product [CH:1]1([CH2:4][N:5]([CH2:6][C:7]2[NH:8][C:9](=[O:17])[C:10]3[CH2:16][O:15][CH2:14][CH2:13][C:11]=3[N:12]=2)[C:39](=[O:40])[CH2:38][N:35]2[CH2:34][CH2:33][CH:32]([C:30](=[O:31])[C:29]3[CH:28]=[CH:27][C:26]([O:25][C:18]4[CH:23]=[CH:22][CH:21]=[CH:20][CH:19]=4)=[CH:43][CH:42]=3)[CH2:37][CH2:36]2)[CH2:3][CH2:2]1, predict the reactants needed to synthesize it. The reactants are: [CH:1]1([CH2:4][NH:5][CH2:6][C:7]2[NH:8][C:9](=[O:17])[C:10]3[CH2:16][O:15][CH2:14][CH2:13][C:11]=3[N:12]=2)[CH2:3][CH2:2]1.[CH2:18]([O:25][C:26]1[CH:43]=[CH:42][C:29]([C:30]([CH:32]2[CH2:37][CH2:36][N:35]([CH2:38][C:39](O)=[O:40])[CH2:34][CH2:33]2)=[O:31])=[CH:28][CH:27]=1)[C:19]1C=[CH:23][CH:22]=[CH:21][CH:20]=1. (5) Given the product [CH2:1]([O:8][C:9]([N:11]1[CH2:17][CH2:16][CH2:15][CH2:14][CH:13]([CH2:18][N:19]([C:20]2[CH:25]=[CH:24][CH:23]=[CH:22][CH:21]=2)[C:26](=[O:29])[CH2:27][CH3:28])[CH2:12]1)=[O:10])[C:2]1[CH:3]=[CH:4][CH:5]=[CH:6][CH:7]=1, predict the reactants needed to synthesize it. The reactants are: [CH2:1]([O:8][C:9]([N:11]1[CH2:17][CH2:16][CH2:15][CH2:14][CH:13]([CH2:18][NH:19][C:20]2[CH:25]=[CH:24][CH:23]=[CH:22][CH:21]=2)[CH2:12]1)=[O:10])[C:2]1[CH:7]=[CH:6][CH:5]=[CH:4][CH:3]=1.[C:26](Cl)(=[O:29])[CH2:27][CH3:28].